Binary Classification. Given a miRNA mature sequence and a target amino acid sequence, predict their likelihood of interaction. From a dataset of Experimentally validated miRNA-target interactions with 360,000+ pairs, plus equal number of negative samples. (1) The miRNA is hsa-miR-34a-3p with sequence CAAUCAGCAAGUAUACUGCCCU. The protein sequence of the target gene is MLARKSIIPEEYVLARIAAENLRKPRIRDRLPKARFIAKSGACNLAHKNIREQGRFLQDIFTTLVDLKWRHTLVIFTMSFLCSWLLFAIMWWLVAFAHGDIYAYMEKSGMEKSGLESTVCVTNVRSFTSAFLFSIEVQVTIGFGGRMMTEECPLAITVLILQNIVGLIINAVMLGCIFMKTAQAHRRAETLIFSRHAVIAVRNGKLCFMFRVGDLRKSMIISASVRIQVVKKTTTPEGEVVPIHQLDIPVDNPIESNNIFLVAPLIICHVIDKRSPLYDISATDLANQDLEVIVILEGVV.... Result: 0 (no interaction). (2) The miRNA is mmu-miR-466i-3p with sequence AUACACACACACAUACACACUA. The protein sequence of the target gene is MQNRTGLILCALSLLTGFLMICLGGFFISNSIFHSQRNLVVAYVLLPMGFVILLSGIFWGTYRQANENKEMFNHVLRQHLAFQDLPLATVDRPDFYPPAYEESLDVEKQACPAGRELLGFPPPLYTETNLEFEHLEDPQPEAPPPYQEIIADAGAPAKAQDAEEPSRVLKAGTALQLTELTGR. Result: 1 (interaction). (3) The miRNA is mmu-miR-340-5p with sequence UUAUAAAGCAAUGAGACUGAUU. The protein sequence of the target gene is MAGNFDSEERSSWYWGRLSRQEAVALLQGQRHGVFLVRDSSTSPGDYVLSVSENSRVSHYIINSSGPRPPVPPSPAQPPPGVSPSRLRIGDQEFDSLPALLEFYKIHYLDTTTLIEPVARSRQGSGVILRQEEAEYVRALFDFNGNDEEDLPFKKGDILRIRDKPEEQWWNAEDSEGKRGMIPVPYVEKYRPASASVSALIGGNQEGSHPQPLGGPEPGPYAQPSVNTPLPNLQNGPIYARVIQKRVPNAYDKTALALEVGELVKVTKINVSGQWEGECNGKRGHFPFTHVRLLDQQNPD.... Result: 1 (interaction). (4) The protein sequence of the target gene is MDRSLRNVLVVSFGFLLLFTAYGGLQSLQSSLYSEEGLGVTALSTLYGGMLLSSMFLPPLLIERLGCKGTIILSMCGYVAFSVGNFFASWYTLIPTSILLGLGAAPLWSAQCTYLTITGNTHAEKAGKRGKDMVNQYFGIFFLIFQSSGVWGNLISSLVFGQTPSQETLPEEQLTSCGASDCLMATTTTNSTQRPSQQLVYTLLGIYTGSGVLAVLMIAAFLQPIRDVQRESEGEKKSVPFWSTLLSTFKLYRDKRLCLLILLPLYSGLQQGFLSSEYTRSYVTCTLGIQFVGYVMICFS.... The miRNA is hsa-miR-548h-3p with sequence CAAAAACCGCAAUUACUUUUGCA. Result: 1 (interaction). (5) The miRNA is hsa-miR-6715a-3p with sequence CCAAACCAGUCGUGCCUGUGG. The protein sequence of the target gene is MPAPGQGPRGPLLSMPGRRGALREPADFGSSLGAVLALLLLLLPACCPVRAQNDTEPIVLEGKCLVVCDSSPSGDGAVTSSLGISVRSGSAKVAFSATRSTNHEPSEMSNRTMTIYFDQVLVNIGNHFDLASSIFVAPRKGIYSFSFHVVKVYNRQTIQVSLMQNGYPVISAFAGDQDVTREAASNGVLLLMEREDKVHLKLERGNLMGGWKYSTFSGFLVFPL. Result: 0 (no interaction). (6) The miRNA is hsa-miR-186-5p with sequence CAAAGAAUUCUCCUUUUGGGCU. The protein sequence of the target gene is MESGPRAELGAGAPPAVVARTPPEPRPSPEGDPSPPPPPMSALVPDTPPDTPPAMKNATSSKQLPLEPESPSGQVGPRPAPPQEESPSSEAKSRGPTPPAMGPRDARPPRRSSQPSPTAVPASDSPPTKQEVKKAGERHKLAKERREERAKYLAAKKAVWLEKEEKAKALREKQLQERRRRLEEQRLKAEQRRAALEERQRQKLEKNKERYEAAIQRSVKKTWAEIRQQRWSWAGALHHSSPGHKTSGSRCSVSAVNLPKHVDSIINKRLSKSSATLWNSPSRNRSLQLSAWESSIVDRL.... Result: 1 (interaction).